The task is: Predict the reaction yield, written as a fraction of the theoretical maximum amount of product (1.0 means a 100% yield; for example, 0.34 means a 34% yield).. This data is from Reaction yield outcomes from USPTO patents with 853,638 reactions. (1) The reactants are Cl.Cl.Cl.[Cl:4][C:5]1[N:14]=[C:13]([S:15][CH:16]2[CH2:21][CH2:20][NH:19][CH2:18][CH2:17]2)[C:12]2[C:7](=[CH:8][C:9]([O:24][CH3:25])=[C:10]([O:22][CH3:23])[CH:11]=2)[N:6]=1.C(N(CC)CC)C.C(O)(=O)C.[CH:37](=O)[C:38]1[CH:43]=[CH:42][CH:41]=[CH:40][CH:39]=1.C(O[BH-](OC(=O)C)OC(=O)C)(=O)C.[Na+]. The catalyst is C(O)C.C(Cl)Cl. The product is [CH2:37]([N:19]1[CH2:18][CH2:17][CH:16]([S:15][C:13]2[C:12]3[C:7](=[CH:8][C:9]([O:24][CH3:25])=[C:10]([O:22][CH3:23])[CH:11]=3)[N:6]=[C:5]([Cl:4])[N:14]=2)[CH2:21][CH2:20]1)[C:38]1[CH:43]=[CH:42][CH:41]=[CH:40][CH:39]=1. The yield is 0.670. (2) The reactants are C(=O)([O-])[O-].[K+].[K+].[OH:7][C:8]1[CH:9]=[C:10]([CH:15]=[C:16]([O:18][CH2:19][C:20]2[CH:25]=[CH:24][CH:23]=[CH:22][CH:21]=2)[CH:17]=1)[C:11]([O:13][CH3:14])=[O:12].F[C:27]1[CH:32]=[CH:31][C:30]([S:33]([CH3:36])(=[O:35])=[O:34])=[CH:29][CH:28]=1. The catalyst is CN(C=O)C. The product is [C:20]1([CH2:19][O:18][C:16]2[CH:15]=[C:10]([CH:9]=[C:8]([O:7][C:27]3[CH:32]=[CH:31][C:30]([S:33]([CH3:36])(=[O:35])=[O:34])=[CH:29][CH:28]=3)[CH:17]=2)[C:11]([O:13][CH3:14])=[O:12])[CH:25]=[CH:24][CH:23]=[CH:22][CH:21]=1. The yield is 0.730. (3) The reactants are [N:1]([C:4]1[CH:11]=[CH:10][C:7]([C:8]#[N:9])=[C:6]([C:12]([F:15])([F:14])[F:13])[CH:5]=1)=[C:2]=[S:3].[C:16]([C:18]1([NH:22][C:23]2[CH:31]=[CH:30][C:26]([C:27](O)=[O:28])=[CH:25][CH:24]=2)[CH2:21][CH2:20][CH2:19]1)#N.[CH3:32][OH:33].Cl.CN(C=[O:39])C. The catalyst is O. The product is [CH3:32][O:33][C:27](=[O:28])[C:26]1[CH:30]=[CH:31][C:23]([N:22]2[C:2](=[S:3])[N:1]([C:4]3[CH:11]=[CH:10][C:7]([C:8]#[N:9])=[C:6]([C:12]([F:13])([F:15])[F:14])[CH:5]=3)[C:16](=[O:39])[C:18]32[CH2:21][CH2:20][CH2:19]3)=[CH:24][CH:25]=1. The yield is 0.120. (4) The reactants are C(O[C:5](=[O:7])[CH3:6])(=O)C.[Cl:8][C:9]1[CH:10]=[C:11]([NH2:16])[CH:12]=[C:13]([CH3:15])[CH:14]=1. No catalyst specified. The product is [Cl:8][C:9]1[CH:10]=[C:11]([NH:16][C:5](=[O:7])[CH3:6])[CH:12]=[C:13]([CH3:15])[CH:14]=1. The yield is 0.790. (5) The reactants are [NH2:1][C:2]1[CH:3]=[C:4]([CH:7]=[CH:8][C:9]=1[CH3:10])[C:5]#[N:6].Br.Br[CH:13]([C:15]1[CH:16]=[C:17]([C:32]([N:34]([CH3:36])[CH3:35])=[O:33])[CH:18]=[C:19]2[C:24]=1[O:23][C:22]([N:25]1[CH2:30][CH2:29][O:28][CH2:27][CH2:26]1)=[CH:21][C:20]2=[O:31])[CH3:14]. No catalyst specified. The product is [C:5]([C:4]1[CH:7]=[CH:8][C:9]([CH3:10])=[C:2]([NH:1][CH:13]([C:15]2[CH:16]=[C:17]([C:32]([N:34]([CH3:36])[CH3:35])=[O:33])[CH:18]=[C:19]3[C:24]=2[O:23][C:22]([N:25]2[CH2:30][CH2:29][O:28][CH2:27][CH2:26]2)=[CH:21][C:20]3=[O:31])[CH3:14])[CH:3]=1)#[N:6]. The yield is 0.530. (6) The catalyst is P(Cl)(Cl)(Cl)=O. The product is [CH2:1]([O:3][C:4](=[O:32])[CH2:5][O:6][C:7]1[C:8]2[N:9]([C:15]([CH2:16][C:17]([N:20]3[C:28](=[O:29])[C:27]4[C:22](=[CH:23][CH:24]=[CH:25][CH:26]=4)[C:21]3=[O:30])([CH3:19])[CH3:18])=[N:14][CH:13]=2)[CH:10]=[CH:11][CH:12]=1)[CH3:2]. The reactants are [CH2:1]([O:3][C:4](=[O:32])[CH2:5][O:6][C:7]1[C:8]([CH2:13][NH:14][C:15](=O)[CH2:16][C:17]([N:20]2[C:28](=[O:29])[C:27]3[C:22](=[CH:23][CH:24]=[CH:25][CH:26]=3)[C:21]2=[O:30])([CH3:19])[CH3:18])=[N:9][CH:10]=[CH:11][CH:12]=1)[CH3:2]. The yield is 0.550.